Dataset: Full USPTO retrosynthesis dataset with 1.9M reactions from patents (1976-2016). Task: Predict the reactants needed to synthesize the given product. Given the product [C:1]([O:4][CH2:5][CH2:6][CH2:7][CH2:8][CH2:9][CH2:10][CH2:11][CH2:12][CH2:13][CH2:14][CH2:15][CH2:16][CH2:17][CH2:18][CH2:19][CH2:20][CH2:21][CH2:50][C:49]1[CH:52]=[CH:53][C:46]([I:45])=[CH:47][CH:48]=1)(=[O:3])[CH3:2], predict the reactants needed to synthesize it. The reactants are: [C:1]([O:4][CH2:5][CH2:6][CH2:7][CH2:8][CH2:9][CH2:10][CH2:11][CH2:12][CH2:13][CH2:14][CH2:15][CH2:16][CH2:17][CH2:18][CH2:19][CH2:20][CH2:21]I)(=[O:3])[CH3:2].CC([C@@H]1N=C(C2C=CC=C(C3OC[C@H](C(C)C)N=3)N=2)OC1)C.[I:45][C:46]1[CH:53]=[CH:52][C:49]([CH2:50]Br)=[CH:48][CH:47]=1.